Dataset: Catalyst prediction with 721,799 reactions and 888 catalyst types from USPTO. Task: Predict which catalyst facilitates the given reaction. Reactant: [C:1]([O:5][C:6]([N:8]1[CH2:13][CH2:12][CH:11]([C:14](=[O:28])[NH:15][C@H:16]2[CH2:20][CH2:19][N:18](CC3C=CC=CC=3)[CH2:17]2)[CH2:10][CH2:9]1)=[O:7])([CH3:4])([CH3:3])[CH3:2].C(O)(=O)C.[H][H]. Product: [C:1]([O:5][C:6]([N:8]1[CH2:13][CH2:12][CH:11]([C:14](=[O:28])[NH:15][C@H:16]2[CH2:20][CH2:19][NH:18][CH2:17]2)[CH2:10][CH2:9]1)=[O:7])([CH3:4])([CH3:2])[CH3:3]. The catalyst class is: 19.